This data is from Full USPTO retrosynthesis dataset with 1.9M reactions from patents (1976-2016). The task is: Predict the reactants needed to synthesize the given product. Given the product [NH2:4][C:5]1[CH:10]=[C:9]([N+:11]([O-:13])=[O:12])[CH:8]=[CH:7][C:6]=1[CH2:14][NH2:15], predict the reactants needed to synthesize it. The reactants are: C([NH:4][C:5]1[CH:10]=[C:9]([N+:11]([O-:13])=[O:12])[CH:8]=[CH:7][C:6]=1[CH2:14][N:15]1C(=O)C2=CC=CC=C2C1=O)(=O)C.